Dataset: Antibody developability classification from SAbDab with 2,409 antibodies. Task: Regression/Classification. Given an antibody's heavy chain and light chain sequences, predict its developability. TAP uses regression for 5 developability metrics; SAbDab uses binary classification. (1) The antibody is ['1n8z', 'DIQMTQSPSSLSASVGDRVTITCRASQDVNTAVAWYQQKPGKAPKLLIYSASFLYSGVPSRFSGSRSGTDFTLTISSLQPEDFATYYCQQHYTTPPTFGQGTKVEIK']. Result: 0 (not developable). (2) The antibody is ['QVQLVQSGAEVKKPGSSVKVSCKASGGTFSSYAISWVRQAPGQGLEWMGGIIPIFGTANYAQKFQGRVTITADESTSTAYMELSSLRSEDTAVYYCAREPDYYDSSGYYPIDAFDIWGQGTTVTVSS', 'QSALTQPASVSASPGQSITISCTGTSSDVGAYDWVSWYQQHPGKAPKLLIFDVNNRPSGVSHRFSGSKSGNTASLTISGLQAEDEADYYCSSYTRRDTYVFGTGTKVTVL']. Result: 0 (not developable). (3) The antibody is ['QMKLMQSGGVMVRPGESATLSCVASGFDFSRNGFEWLRQGPGKGLQWLATVTFESKTHVTASARGRFTISRDNSRRTVYLQMTNLQPDDTAMYFCVKDQTIFHKNGAVDFFSYFDLWGRGAPVIVSA', 'DVVMTQSPEFLAVSLGERATLECKSSHSLLYAPYDKDALVWYQQKPGQPPKLLLDWASSRRSGVSDRFSATSASGRYFTLTISNFRADDVATYYCQQTRWTPPTFGGGTKVDLN']. Result: 0 (not developable). (4) The antibody is ['EVKLVESGGGLVAPGGSLKLSCAASGFTFSSYPMSWVRQTPEKRLEWVAYINNGGGNPYYPDTVKGRFTISRDNAKNTLYLQMSSLKSEDTAIYYCIRQYYGFDYWGQGTTLTVSS', 'DVLMTQTPLSLPVSLGDQASISCRSSQTIVHSNGKIYLEWYLQKPGQSPKLLIYRVSKRFSGVPDRFSGSGSGTDFTLKISRVEAEDLGVYYCFQGSHVPWTFGGGTKLEIK']. Result: 0 (not developable). (5) The antibody is ['QVQLQQSGNELAKPGASMKMSCRASGYSFTSYWIHWLKQRPDQGLEWIGYIDPATAYTESNQKFKDKAILTADRSSNTAFMYLNSLTSEDSAVYYCARESPRLRRGIYYYAMDYWGQGTTVTVSS', 'DLVLTQSPATLSVTPGDSVSFSCRASQSISNNLHWYQQRTHESPRLLIKYASQSISGIPSRFSGSGSGTDFTLSISSVETEDFGMYFCQQSNRWPLTFGAGTKLELK']. Result: 0 (not developable).